This data is from Full USPTO retrosynthesis dataset with 1.9M reactions from patents (1976-2016). The task is: Predict the reactants needed to synthesize the given product. Given the product [F:15][C:16]1[CH:24]=[C:23]2[C:19]([C:20]([CH2:25][CH2:26][CH:27]=[O:28])=[CH:21][NH:22]2)=[CH:18][CH:17]=1, predict the reactants needed to synthesize it. The reactants are: FC1C=C2C(=CC=1)NC=C2CCC=O.[F:15][C:16]1[CH:24]=[C:23]2[C:19]([C:20]([CH2:25][CH2:26][CH2:27][OH:28])=[CH:21][NH:22]2)=[CH:18][CH:17]=1.FC(F)(F)C(O)=O.N1C=CC=CC=1.C1(N=C=NC2CCCCC2)CCCCC1.